This data is from Full USPTO retrosynthesis dataset with 1.9M reactions from patents (1976-2016). The task is: Predict the reactants needed to synthesize the given product. Given the product [C:31]([O:35][CH2:25][CH2:26][O:27][C:28]([NH:11][CH2:10][C@H:2]1[CH2:3][CH2:4][C@H:5]([C:7]([OH:9])=[O:8])[CH2:6][CH2:1]1)=[O:29])(=[O:34])[CH2:32][CH3:33], predict the reactants needed to synthesize it. The reactants are: [CH2:1]1[CH2:6][C@H:5]([C:7]([OH:9])=[O:8])[CH2:4][CH2:3][C@H:2]1[CH2:10][NH2:11].Cl[Si](C)(C)C.CN1CCOCC1.Cl[CH2:25][CH2:26][O:27][C:28](Cl)=[O:29].[C:31]([OH:35])(=[O:34])[CH2:32][CH3:33].